From a dataset of Catalyst prediction with 721,799 reactions and 888 catalyst types from USPTO. Predict which catalyst facilitates the given reaction. Reactant: [OH:1][C:2]1[C:19]([N+:20]([O-:22])=[O:21])=[CH:18][C:5]2[CH2:6][CH2:7][N:8]([C:11]([O:13][C:14]([CH3:17])([CH3:16])[CH3:15])=[O:12])[CH2:9][CH2:10][C:4]=2[CH:3]=1.C1C(=O)N([Br:30])C(=O)C1. Product: [Br:30][C:3]1[C:4]2[CH2:10][CH2:9][N:8]([C:11]([O:13][C:14]([CH3:16])([CH3:17])[CH3:15])=[O:12])[CH2:7][CH2:6][C:5]=2[CH:18]=[C:19]([N+:20]([O-:22])=[O:21])[C:2]=1[OH:1]. The catalyst class is: 2.